This data is from Full USPTO retrosynthesis dataset with 1.9M reactions from patents (1976-2016). The task is: Predict the reactants needed to synthesize the given product. Given the product [OH:1][CH2:2][CH2:3][C:4]1[N:14]=[CH:8][C:7]2[C:6]([CH:5]=1)=[CH:13][CH:12]=[CH:11][CH:10]=2, predict the reactants needed to synthesize it. The reactants are: [OH:1][CH2:2][CH2:3][C:4]#[C:5][C:6]1[CH:13]=[CH:12][CH:11]=[CH:10][C:7]=1[CH:8]=O.[NH3:14].